From a dataset of Reaction yield outcomes from USPTO patents with 853,638 reactions. Predict the reaction yield, written as a fraction of the theoretical maximum amount of product (1.0 means a 100% yield; for example, 0.34 means a 34% yield). (1) The reactants are Cl.[F:2][C:3]([F:22])([F:21])[O:4][C:5]1[CH:10]=[CH:9][C:8]([N:11]2[CH2:16][CH2:15][CH:14]3[CH2:17][NH:18][CH2:19][CH:13]3[C:12]2=[O:20])=[CH:7][CH:6]=1.[C:23]1([CH2:29][C:30](Cl)=[O:31])[CH:28]=[CH:27][CH:26]=[CH:25][CH:24]=1.CCN(CC)CC.C(Cl)Cl. The catalyst is C(Cl)Cl.CO. The product is [C:23]1([CH2:29][C:30]([CH:17]2[CH:14]3[CH:13]([C:12](=[O:20])[N:11]([C:8]4[CH:9]=[CH:10][C:5]([O:4][C:3]([F:2])([F:21])[F:22])=[CH:6][CH:7]=4)[CH2:16][CH2:15]3)[CH2:19][NH:18]2)=[O:31])[CH:28]=[CH:27][CH:26]=[CH:25][CH:24]=1. The yield is 0.460. (2) The reactants are [Cl:1][C:2]1[N:7]=[C:6]([O:8][CH3:9])[N:5]=[C:4]([N:10]2[CH2:15][CH2:14][CH:13]([C:16]([OH:18])=[O:17])[CH2:12][CH2:11]2)[CH:3]=1.[N+](=[CH2:21])=[N-].C(OCC)C. The catalyst is CO.C1(C)C=CC=CC=1. The product is [CH3:21][O:17][C:16]([CH:13]1[CH2:14][CH2:15][N:10]([C:4]2[CH:3]=[C:2]([Cl:1])[N:7]=[C:6]([O:8][CH3:9])[N:5]=2)[CH2:11][CH2:12]1)=[O:18]. The yield is 0.750. (3) The reactants are C[O:2][C:3](=O)[C:4]1[CH:9]=[C:8]([O:10][CH2:11][CH3:12])[C:7]([I:13])=[C:6]([NH2:14])[CH:5]=1.[H-].C([Al+]CC(C)C)C(C)C. The catalyst is C1COCC1. The product is [NH2:14][C:6]1[CH:5]=[C:4]([CH2:3][OH:2])[CH:9]=[C:8]([O:10][CH2:11][CH3:12])[C:7]=1[I:13]. The yield is 0.340. (4) The reactants are [C:1]([O:5][C:6]([N:8]1[CH2:13][CH2:12][C:11](=[C:14](Br)[C:15]2[CH:20]=[CH:19][C:18]([C:21](=[O:27])[N:22]([CH2:25][CH3:26])[CH2:23][CH3:24])=[CH:17][CH:16]=2)[CH2:10][CH2:9]1)=[O:7])([CH3:4])([CH3:3])[CH3:2].C1(C)C=CC=CC=1.[OH:36][C:37]1[CH:38]=[C:39](B(O)O)[CH:40]=[CH:41][CH:42]=1.C(=O)([O-])[O-].[Na+].[Na+]. The catalyst is C(O)C. The yield is 1.00. The product is [CH2:23]([N:22]([CH2:25][CH3:26])[C:21]([C:18]1[CH:19]=[CH:20][C:15]([C:14]([C:41]2[CH:40]=[CH:39][CH:38]=[C:37]([OH:36])[CH:42]=2)=[C:11]2[CH2:12][CH2:13][N:8]([C:6]([O:5][C:1]([CH3:4])([CH3:3])[CH3:2])=[O:7])[CH2:9][CH2:10]2)=[CH:16][CH:17]=1)=[O:27])[CH3:24]. (5) The reactants are [CH3:1][N:2]1[C:7](=[O:8])[C:6]([NH:9][C:10]2[CH:15]=[CH:14][C:13]([N:16]3[CH2:21][CH2:20][N:19]([CH:22]4[CH2:25][O:24][CH2:23]4)[CH2:18][CH2:17]3)=[CH:12][N:11]=2)=[CH:5][C:4]([C:26]2[CH:33]=[N:32][CH:31]=[C:30]([N:34]3[CH2:46][CH2:45][C:44]4[N:43]5[C:38]([CH2:39][CH2:40][CH2:41][CH2:42]5)=[CH:37][C:36]=4[C:35]3=[O:47])[C:27]=2[CH:28]=[O:29])=[CH:3]1.[BH4-].[Na+]. The catalyst is CO. The product is [OH:29][CH2:28][C:27]1[C:26]([C:4]2[CH:5]=[C:6]([NH:9][C:10]3[CH:15]=[CH:14][C:13]([N:16]4[CH2:17][CH2:18][N:19]([CH:22]5[CH2:25][O:24][CH2:23]5)[CH2:20][CH2:21]4)=[CH:12][N:11]=3)[C:7](=[O:8])[N:2]([CH3:1])[CH:3]=2)=[CH:33][N:32]=[CH:31][C:30]=1[N:34]1[CH2:46][CH2:45][C:44]2[N:43]3[C:38]([CH2:39][CH2:40][CH2:41][CH2:42]3)=[CH:37][C:36]=2[C:35]1=[O:47]. The yield is 0.340. (6) The reactants are [CH:1]1([O:6][CH2:7][C:8]2[C:12]([C:13](OC3CCCC3)=[O:14])=[C:11]([CH:21]([CH3:23])[CH3:22])[O:10][N:9]=2)[CH2:5][CH2:4][CH2:3][CH2:2]1.[H-].C([Al+]CC(C)C)C(C)C.C1(C)C=CC=CC=1.[C@H](O)(C([O-])=O)[C@@H](O)C([O-])=O.[Na+].[K+]. The catalyst is C1COCC1. The product is [CH:1]1([O:6][CH2:7][C:8]2[C:12]([CH2:13][OH:14])=[C:11]([CH:21]([CH3:23])[CH3:22])[O:10][N:9]=2)[CH2:2][CH2:3][CH2:4][CH2:5]1. The yield is 0.740.